This data is from Human Reference Interactome with 51,813 positive PPI pairs across 8,248 proteins, plus equal number of experimentally-validated negative pairs. The task is: Binary Classification. Given two protein amino acid sequences, predict whether they physically interact or not. Protein 1 (ENSG00000168939) has sequence MDAAVTDDFQQILPIEQLRSTHASNDYVERPPAPCKQALSSPSLIVQTHKSDWSLATMPTSLPRSLSQCHQLQPLPQHLSQSSIASSMSHSTTASDQRLLASITPSPSGQSIIRTQPGAGVHPKADGALKGEAEQSAGHPSEHLFICEECGRCKCVPCTAARPLPSCWLCNQRCLCSAESLLDYGTCLCCVKGLFYHCSTDDEDNCADEPCSCGPSSCFVRWAAMSLISLFLPCLCCYLPTRGCLHLCQQGYDSLRRPGCRCKRHTNTVCRKISSGSAPFPKAQEKSV*. Protein 2 (ENSG00000198466) has sequence MAAAVPRRPTQQGTVTFEDVAVNFSQEEWCLLSEAQRCLYRDVMLENLALISSLGCWCGSKDEEAPCKQRISVQRESQSRTPRAGVSPKKAHPCEMCGLILEDVFHFADHQETHHKQKLNRSGACGKNLDDTAYLHQHQKQHIGEKFYRKSVREASFVKKRKLRVSQEPFVFREFGKDVLPSSGLCQEEAAVEKTDSETMHGPPFQEGKTNYSCGKRTKAFSTKHSVIPHQKLFTRDGCYVCSDCGKSFSRYVSFSNHQRDHTAKGPYDCGECGKSYSRKSSLIQHQRVHTGQTAYPCEE.... Result: 1 (the proteins interact).